Dataset: Forward reaction prediction with 1.9M reactions from USPTO patents (1976-2016). Task: Predict the product of the given reaction. (1) The product is: [C:1]([C:5]1[N:9]([CH2:10][CH:11]2[CH2:16][CH2:15][CH2:14][CH2:13][N:12]2[CH3:17])[C:8]2[CH:18]=[CH:19][C:20]([N:22]([CH3:23])[S:49]([C:46]3[CH:45]=[CH:44][C:43]([NH:42][C:39](=[O:41])[CH3:40])=[CH:48][CH:47]=3)(=[O:51])=[O:50])=[CH:21][C:7]=2[N:6]=1)([CH3:4])([CH3:3])[CH3:2]. Given the reactants [C:1]([C:5]1[N:9]([CH2:10][CH:11]2[CH2:16][CH2:15][CH2:14][CH2:13][N:12]2[CH3:17])[C:8]2[CH:18]=[CH:19][C:20]([NH:22][C:23](=O)OC)=[CH:21][C:7]=2[N:6]=1)([CH3:4])([CH3:3])[CH3:2].Cl.CCOCC.[H-].[H-].[H-].[H-].[Li+].[Al+3].[C:39]([NH:42][C:43]1[CH:48]=[CH:47][C:46]([S:49](Cl)(=[O:51])=[O:50])=[CH:45][CH:44]=1)(=[O:41])[CH3:40], predict the reaction product. (2) Given the reactants [CH2:1]([C:5]1[CH:10]=[CH:9][C:8]([C:11]#[C:12][C:13]2[CH:47]=[CH:46][C:16]([CH2:17][N:18]([C:33]3[CH:45]=[CH:44][C:36]4[O:37]C(C)(C)[O:39][C:40](=[O:41])[C:35]=4[CH:34]=3)[C:19]([C:21]3[CH:26]=[CH:25][C:24]([C:27]4[CH:32]=[CH:31][CH:30]=[CH:29][CH:28]=4)=[CH:23][CH:22]=3)=[O:20])=[CH:15][CH:14]=2)=[CH:7][CH:6]=1)[CH2:2][CH2:3][CH3:4].[OH-].[Na+], predict the reaction product. The product is: [C:24]1([C:27]2[CH:28]=[CH:29][CH:30]=[CH:31][CH:32]=2)[CH:25]=[CH:26][C:21]([C:19]([N:18]([CH2:17][C:16]2[CH:46]=[CH:47][C:13]([C:12]#[C:11][C:8]3[CH:7]=[CH:6][C:5]([CH2:1][CH2:2][CH2:3][CH3:4])=[CH:10][CH:9]=3)=[CH:14][CH:15]=2)[C:33]2[CH:45]=[CH:44][C:36]([OH:37])=[C:35]([CH:34]=2)[C:40]([OH:41])=[O:39])=[O:20])=[CH:22][CH:23]=1. (3) Given the reactants [CH2:1]([N:3]1[C:7]([O:8][C:9]2[C:10]([NH:22][C:23]3[S:27][N:26]=[C:25]([C@H:28]4[C:32]([CH3:34])([CH3:33])[O:31]C(C)(C)[O:29]4)[N:24]=3)=[N:11][CH:12]=[C:13]([S:15][C:16]3[CH:21]=[CH:20][CH:19]=[CH:18][N:17]=3)[CH:14]=2)=[CH:6][CH:5]=[N:4]1)[CH3:2].O.Cl, predict the reaction product. The product is: [CH2:1]([N:3]1[C:7]([O:8][C:9]2[C:10]([NH:22][C:23]3[S:27][N:26]=[C:25]([C@H:28]([OH:29])[C:32]([CH3:34])([OH:31])[CH3:33])[N:24]=3)=[N:11][CH:12]=[C:13]([S:15][C:16]3[CH:21]=[CH:20][CH:19]=[CH:18][N:17]=3)[CH:14]=2)=[CH:6][CH:5]=[N:4]1)[CH3:2]. (4) Given the reactants [NH2:1][C:2]1[CH:7]=[C:6]([C:8]([F:11])([F:10])[F:9])[CH:5]=[CH:4][C:3]=1[NH:12][C:13]1[C:14]([CH3:23])=[C:15]([CH:20]=[CH:21][CH:22]=1)[C:16]([O:18][CH3:19])=[O:17].[O:24]1[CH2:28][CH2:27][CH2:26][C@@H:25]1[C:29](O)=[O:30].Cl.C(N=C=NCCCN(C)C)C.O.ON1C2C=CC=CC=2N=N1, predict the reaction product. The product is: [CH3:23][C:14]1[C:13]([NH:12][C:3]2[CH:4]=[CH:5][C:6]([C:8]([F:10])([F:11])[F:9])=[CH:7][C:2]=2[NH:1][C:29]([C@H:25]2[CH2:26][CH2:27][CH2:28][O:24]2)=[O:30])=[CH:22][CH:21]=[CH:20][C:15]=1[C:16]([O:18][CH3:19])=[O:17].